From a dataset of Forward reaction prediction with 1.9M reactions from USPTO patents (1976-2016). Predict the product of the given reaction. (1) Given the reactants [CH3:1][NH2:2].[C:3](O)(=O)[CH3:4].[CH2:7]1[CH2:11]O[CH2:9][CH2:8]1, predict the reaction product. The product is: [CH2:9]([N:2]1[CH2:4][CH2:3][CH:3]([CH3:4])[CH:9]([NH:2][CH3:1])[CH2:1]1)[C:8]1[CH:11]=[CH:7][CH:8]=[CH:11][CH:7]=1. (2) Given the reactants C([O:8][C:9]1[CH:14]=[C:13]([O:15][CH2:16][CH2:17][CH2:18]Cl)[C:12]([CH2:20][CH3:21])=[CH:11][C:10]=1[N:22]1[CH:26]=[CH:25][CH:24]=[CH:23]1)C1C=CC=CC=1.[I-].[Na+].[CH3:29][O:30][C:31](=[O:49])[C:32]1[CH:37]=[CH:36][CH:35]=[CH:34][C:33]=1[O:38][C:39]1[CH:44]=[CH:43][CH:42]=[C:41]([OH:45])[C:40]=1[CH2:46][CH2:47][CH3:48].C(=O)([O-])[O-].[K+].[K+], predict the reaction product. The product is: [CH3:29][O:30][C:31](=[O:49])[C:32]1[CH:37]=[CH:36][CH:35]=[CH:34][C:33]=1[O:38][C:39]1[CH:44]=[CH:43][CH:42]=[C:41]([O:45][CH2:18][CH2:17][CH2:16][O:15][C:13]2[CH:14]=[C:9]([OH:8])[C:10]([N:22]3[CH:23]=[CH:24][CH:25]=[CH:26]3)=[CH:11][C:12]=2[CH2:20][CH3:21])[C:40]=1[CH2:46][CH2:47][CH3:48]. (3) Given the reactants Cl.Cl.[CH2:3]([CH:5]([N:8]1[CH2:13][CH2:12][NH:11][CH2:10][CH2:9]1)[CH2:6][CH3:7])[CH3:4].[CH:14]([C:16]1[CH:24]=[CH:23][C:19]([C:20](O)=[O:21])=[CH:18][CH:17]=1)=[O:15], predict the reaction product. The product is: [CH2:3]([CH:5]([N:8]1[CH2:13][CH2:12][N:11]([C:14]([C:16]2[CH:24]=[CH:23][C:19]([CH:20]=[O:21])=[CH:18][CH:17]=2)=[O:15])[CH2:10][CH2:9]1)[CH2:6][CH3:7])[CH3:4]. (4) The product is: [Br:5][C:6]1[CH:29]=[N:28][C:9]2[N:10]=[C:11]([N:15]3[CH2:16][CH:17]([N:19]([CH3:27])[C:20](=[O:26])[O:21][C:22]([CH3:25])([CH3:23])[CH3:24])[CH2:18]3)[C:12]3[N:1]([N:2]=[N:3][N:13]=3)[C:8]=2[CH:7]=1. Given the reactants [N-:1]=[N+:2]=[N-:3].[Na+].[Br:5][C:6]1[CH:29]=[N:28][C:9]2=[N:10][C:11]([N:15]3[CH2:18][CH:17]([N:19]([CH3:27])[C:20](=[O:26])[O:21][C:22]([CH3:25])([CH3:24])[CH3:23])[CH2:16]3)=[C:12](Cl)[N:13]=[C:8]2[CH:7]=1, predict the reaction product. (5) Given the reactants [CH:1]1([CH2:6][C@H:7]([C:11]2[CH:16]=[CH:15][C:14]([Cl:17])=[C:13]([Cl:18])[CH:12]=2)[C:8]([OH:10])=O)[CH2:5][CH2:4][CH2:3][CH2:2]1.C(Cl)(=O)C(Cl)=O.[NH2:25][C:26]1[CH:35]=[CH:34][C:33]2[C:28](=[CH:29][CH:30]=[CH:31][CH:32]=2)[N:27]=1.N1C=CC=CC=1, predict the reaction product. The product is: [CH:1]1([CH2:6][C@H:7]([C:11]2[CH:16]=[CH:15][C:14]([Cl:17])=[C:13]([Cl:18])[CH:12]=2)[C:8]([NH:25][C:26]2[CH:35]=[CH:34][C:33]3[C:28](=[CH:29][CH:30]=[CH:31][CH:32]=3)[N:27]=2)=[O:10])[CH2:2][CH2:3][CH2:4][CH2:5]1. (6) The product is: [ClH:28].[CH:1]1([N:5]2[CH2:6][CH2:7][CH:8]([O:11][C:12]3[CH:13]=[CH:14][C:15]([N:18]4[CH:22]=[N:21][C:20]([C:23]([OH:25])=[O:24])=[N:19]4)=[CH:16][CH:17]=3)[CH2:9][CH2:10]2)[CH2:2][CH2:3][CH2:4]1. Given the reactants [CH:1]1([N:5]2[CH2:10][CH2:9][CH:8]([O:11][C:12]3[CH:17]=[CH:16][C:15]([N:18]4[CH:22]=[N:21][C:20]([C:23]([O:25]CC)=[O:24])=[N:19]4)=[CH:14][CH:13]=3)[CH2:7][CH2:6]2)[CH2:4][CH2:3][CH2:2]1.[ClH:28], predict the reaction product. (7) Given the reactants [Br:1][C:2]1[C:10]([O:11][CH3:12])=[CH:9][C:5]([C:6]([OH:8])=[O:7])=[C:4]([N+:13]([O-:15])=[O:14])[CH:3]=1.O=S(Cl)Cl.[CH3:20]O, predict the reaction product. The product is: [Br:1][C:2]1[C:10]([O:11][CH3:12])=[CH:9][C:5]([C:6]([O:8][CH3:20])=[O:7])=[C:4]([N+:13]([O-:15])=[O:14])[CH:3]=1. (8) Given the reactants C1(P(C2CCCCC2)C2C=CC=CC=2C2C=CC=CC=2)CCCCC1.[CH3:26][O:27][C:28]1[CH:29]=[C:30]([NH2:40])[CH:31]=[CH:32][C:33]=1[N:34]1[CH:38]=[C:37]([CH3:39])[N:36]=[CH:35]1.Cl[C:42]1[N:47]=[C:46]([O:48][C:49]2[CH:54]=[CH:53][C:52]([F:55])=[CH:51][CH:50]=2)[CH:45]=[C:44]([CH3:56])[N:43]=1.ClCCl, predict the reaction product. The product is: [F:55][C:52]1[CH:53]=[CH:54][C:49]([O:48][C:46]2[CH:45]=[C:44]([CH3:56])[N:43]=[C:42]([NH:40][C:30]3[CH:31]=[CH:32][C:33]([N:34]4[CH:38]=[C:37]([CH3:39])[N:36]=[CH:35]4)=[C:28]([O:27][CH3:26])[CH:29]=3)[N:47]=2)=[CH:50][CH:51]=1.